This data is from Full USPTO retrosynthesis dataset with 1.9M reactions from patents (1976-2016). The task is: Predict the reactants needed to synthesize the given product. (1) Given the product [Cl:1][C:2]1[N:7]=[CH:6][N:5]=[C:4]([C:8]([C:18]2[CH:17]=[C:16]([CH3:15])[C:24]3[O:23][CH2:22][CH2:21][C:20]=3[CH:19]=2)=[O:9])[CH:3]=1, predict the reactants needed to synthesize it. The reactants are: [Cl:1][C:2]1[N:7]=[CH:6][N:5]=[C:4]([C:8](Cl)=[O:9])[CH:3]=1.[Cl-].[Cl-].[Cl-].[Al+3].[CH3:15][C:16]1[C:24]2[O:23][CH2:22][CH2:21][C:20]=2[CH:19]=[CH:18][CH:17]=1.O. (2) Given the product [O:1]1[C:5]2[CH:6]=[CH:7][CH:8]=[CH:9][C:4]=2[N:3]=[C:2]1[C:10](=[C:20]([S:14][CH3:13])[S:21][CH3:23])[C:11]#[N:12], predict the reactants needed to synthesize it. The reactants are: [O:1]1[C:5]2[CH:6]=[CH:7][CH:8]=[CH:9][C:4]=2[N:3]=[C:2]1[CH2:10][C:11]#[N:12].[C:13](=S)=[S:14].IC.[H-].[Na+].[CH3:20][S:21]([CH3:23])=O. (3) Given the product [Br:1][C:2]1[CH:3]=[C:4]([C:12]([OH:17])([C:22]([F:25])([F:24])[F:23])[C:13]([F:15])([F:16])[F:14])[CH:5]=[C:6]([C:8]([CH3:9])([CH3:10])[CH3:11])[CH:7]=1, predict the reactants needed to synthesize it. The reactants are: [Br:1][C:2]1[CH:3]=[C:4]([C:12](=[O:17])[C:13]([F:16])([F:15])[F:14])[CH:5]=[C:6]([C:8]([CH3:11])([CH3:10])[CH3:9])[CH:7]=1.[Si]([C:22]([F:25])([F:24])[F:23])(C)(C)C.[F-].[Cs+]. (4) Given the product [F:3][C:4]1[C:12]([C:13]2[C:21]3[C:20]([NH2:22])=[N:19][CH:18]=[N:17][C:16]=3[N:15]([CH3:23])[CH:14]=2)=[CH:11][CH:10]=[C:9]2[C:5]=1[CH2:6][CH2:7][N:8]2[C:66](=[O:67])[CH2:65][C:63]1[CH:62]=[CH:61][CH:60]=[C:59]([C:58]([F:57])([F:70])[F:69])[N:64]=1, predict the reactants needed to synthesize it. The reactants are: Cl.Cl.[F:3][C:4]1[C:12]([C:13]2[C:21]3[C:20]([NH2:22])=[N:19][CH:18]=[N:17][C:16]=3[N:15]([CH3:23])[CH:14]=2)=[CH:11][CH:10]=[C:9]2[C:5]=1[CH2:6][CH2:7][NH:8]2.CN(C(ON1N=NC2C=CC=NC1=2)=[N+](C)C)C.F[P-](F)(F)(F)(F)F.CCN(C(C)C)C(C)C.[F:57][C:58]([F:70])([F:69])[C:59]1[N:64]=[C:63]([CH2:65][C:66](O)=[O:67])[CH:62]=[CH:61][CH:60]=1. (5) Given the product [Cl:1][C:2]1[CH:15]=[C:14]([F:16])[C:13]([N:17]2[C:22](=[O:23])[CH:21]=[C:20]([C:24]([F:25])([F:26])[F:27])[N:19]([CH3:28])[C:18]2=[O:29])=[CH:12][C:3]=1[O:4][C:5]1[CH:6]=[CH:7][C:8]([O:11][CH:37]([CH3:42])[C:38]([O:40][CH3:41])=[O:39])=[CH:9][CH:10]=1, predict the reactants needed to synthesize it. The reactants are: [Cl:1][C:2]1[CH:15]=[C:14]([F:16])[C:13]([N:17]2[C:22](=[O:23])[CH:21]=[C:20]([C:24]([F:27])([F:26])[F:25])[N:19]([CH3:28])[C:18]2=[O:29])=[CH:12][C:3]=1[O:4][C:5]1[CH:10]=[CH:9][C:8]([OH:11])=[CH:7][CH:6]=1.C(=O)([O-])[O-].[K+].[K+].Br[CH:37]([CH3:42])[C:38]([O:40][CH3:41])=[O:39]. (6) Given the product [O:4]([C:11]1[N:12]=[CH:13][C:14]([C:17]2[NH:21][N:20]=[C:19]([C:22]([OH:24])=[O:23])[CH:18]=2)=[CH:15][N:16]=1)[C:5]1[CH:10]=[CH:9][CH:8]=[CH:7][CH:6]=1, predict the reactants needed to synthesize it. The reactants are: O.[OH-].[Li+].[O:4]([C:11]1[N:16]=[CH:15][C:14]([C:17]2[NH:21][N:20]=[C:19]([C:22]([O:24]CC)=[O:23])[CH:18]=2)=[CH:13][N:12]=1)[C:5]1[CH:10]=[CH:9][CH:8]=[CH:7][CH:6]=1. (7) Given the product [C:3]([C:5]1[C:6](=[O:7])[NH:8][C:20]([CH3:21])=[C:13]([C:14]([O:16][CH:17]([CH3:19])[CH3:18])=[O:15])[CH:12]=1)#[N:4], predict the reactants needed to synthesize it. The reactants are: [H-].[Na+].[C:3]([CH2:5][C:6]([NH2:8])=[O:7])#[N:4].CN([CH:12]=[C:13]([C:20](=O)[CH3:21])[C:14]([O:16][CH:17]([CH3:19])[CH3:18])=[O:15])C.